From a dataset of Forward reaction prediction with 1.9M reactions from USPTO patents (1976-2016). Predict the product of the given reaction. (1) Given the reactants [CH3:1][C:2]1[CH:23]=[C:22]([CH3:24])[C:21]([C:25]2[NH:29][C:28]([CH2:30][CH:31]3[CH2:35]COC3)=[N:27][N:26]=2)=[CH:20][C:3]=1[C:4]([N:6]1[CH2:11][CH2:10][CH:9]([C:12]2[CH:19]=[CH:18][C:15]([C:16]#[N:17])=[CH:14][CH:13]=2)[CH2:8][CH2:7]1)=[O:5].C(CCC(NN)=O)#[N:37].O1CCC(CC(NN)=O)C1, predict the reaction product. The product is: [C:35]([CH2:31][CH2:30][C:28]1[NH:29][C:25]([C:21]2[C:22]([CH3:24])=[CH:23][C:2]([CH3:1])=[C:3]([CH:20]=2)[C:4]([N:6]2[CH2:11][CH2:10][CH:9]([C:12]3[CH:13]=[CH:14][C:15]([C:16]#[N:17])=[CH:18][CH:19]=3)[CH2:8][CH2:7]2)=[O:5])=[N:26][N:27]=1)#[N:37]. (2) Given the reactants Cl.[CH2:2]([C:4]1[S:24][C:7]2[N:8]=[C:9]([S:18][CH2:19][C:20]([O:22][CH3:23])=[O:21])[N:10]=[C:11]([N:12]3[CH2:17][CH2:16][NH:15][CH2:14][CH2:13]3)[C:6]=2[CH:5]=1)[CH3:3].C(N(C(C)C)CC)(C)C.[N:34]1[C:43]2[C:38](=[CH:39][C:40]([C:44](Cl)=[O:45])=[CH:41][CH:42]=2)[N:37]=[CH:36][CH:35]=1, predict the reaction product. The product is: [CH2:2]([C:4]1[S:24][C:7]2[N:8]=[C:9]([S:18][CH2:19][C:20]([O:22][CH3:23])=[O:21])[N:10]=[C:11]([N:12]3[CH2:17][CH2:16][N:15]([C:44]([C:40]4[CH:39]=[C:38]5[C:43](=[CH:42][CH:41]=4)[N:34]=[CH:35][CH:36]=[N:37]5)=[O:45])[CH2:14][CH2:13]3)[C:6]=2[CH:5]=1)[CH3:3]. (3) Given the reactants Cl[C:2]1[N:3]=[C:4]([N:13]2[CH2:18][CH2:17][O:16][CH2:15][CH2:14]2)[C:5]2[S:10][C:9](I)=[C:8]([CH3:12])[C:6]=2[N:7]=1.[CH3:19][O:20][C:21]1[CH:26]=[CH:25][N:24]=[CH:23][C:22]=1B(O)O.CC1(C)C(C)(C)OB([C:38]2[CH:46]=[CH:45][CH:44]=[C:43]3[C:39]=2[CH:40]=[N:41][NH:42]3)O1, predict the reaction product. The product is: [NH:42]1[C:43]2[C:39](=[C:38]([C:2]3[N:3]=[C:4]([N:13]4[CH2:18][CH2:17][O:16][CH2:15][CH2:14]4)[C:5]4[S:10][C:9]([C:22]5[CH:23]=[N:24][CH:25]=[CH:26][C:21]=5[O:20][CH3:19])=[C:8]([CH3:12])[C:6]=4[N:7]=3)[CH:46]=[CH:45][CH:44]=2)[CH:40]=[N:41]1. (4) Given the reactants [OH:1][C:2]1[CH:7]=[CH:6][CH:5]=[CH:4][C:3]=1[C:8]1[N:17]=[C:16]([N:18]2[CH2:22][CH2:21][C@@H:20]([CH2:23][NH:24]C(=O)OCC3C=CC=CC=3)[CH2:19]2)[C:15]2[C:10](=[CH:11][C:12]([CH3:35])=[CH:13][CH:14]=2)[N:9]=1, predict the reaction product. The product is: [NH2:24][CH2:23][C@@H:20]1[CH2:21][CH2:22][N:18]([C:16]2[C:15]3[C:10](=[CH:11][C:12]([CH3:35])=[CH:13][CH:14]=3)[N:9]=[C:8]([C:3]3[CH:4]=[CH:5][CH:6]=[CH:7][C:2]=3[OH:1])[N:17]=2)[CH2:19]1. (5) Given the reactants [F:1][C:2]1[CH:3]=[C:4]([N:16]2[C:20]3[N:21]=[C:22]([NH:25][C:26]4[CH:31]=[CH:30][C:29]([CH3:32])=[C:28]([CH2:33][N:34]5[CH2:39][CH2:38][NH:37][CH2:36][CH2:35]5)[CH:27]=4)[N:23]=[CH:24][C:19]=3[CH:18]=[CH:17]2)[CH:5]=[C:6]([F:15])[C:7]=1[CH2:8][N:9]1[CH2:14][CH2:13][O:12][CH2:11][CH2:10]1.[N+](C1C=C[C:46]([O:49]C=O)=CC=1)([O-])=O.C(N(CC)CC)C, predict the reaction product. The product is: [F:15][C:6]1[CH:5]=[C:4]([N:16]2[C:20]3[N:21]=[C:22]([NH:25][C:26]4[CH:31]=[CH:30][C:29]([CH3:32])=[C:28]([CH:27]=4)[CH2:33][N:34]4[CH2:39][CH2:38][N:37]([CH:46]=[O:49])[CH2:36][CH2:35]4)[N:23]=[CH:24][C:19]=3[CH:18]=[CH:17]2)[CH:3]=[C:2]([F:1])[C:7]=1[CH2:8][N:9]1[CH2:14][CH2:13][O:12][CH2:11][CH2:10]1. (6) Given the reactants [C:1]([N:8]1[CH:12]=[CH:11][N:10]=[CH:9]1)(N1C=CN=C1)=[O:2].[NH2:13][C:14]1[N:23]=[C:22]([C:24]([N:26]2[CH2:34][C:33]3[C:28](=[CH:29][CH:30]=[CH:31][CH:32]=3)[CH2:27]2)=[O:25])[C:21]2[C:16](=[CH:17][CH:18]=[C:19]([C:35]3[CH:40]=[C:39]([F:41])[C:38]([F:42])=[CH:37][C:36]=3[CH2:43][OH:44])[CH:20]=2)[N:15]=1.[CH3:45]N(C)CCN.Cl.C(=O)(O)[O-], predict the reaction product. The product is: [CH3:45][N:10]([CH3:9])[CH2:11][CH2:12][NH:8][C:1](=[O:2])[O:44][CH2:43][C:36]1[CH:37]=[C:38]([F:42])[C:39]([F:41])=[CH:40][C:35]=1[C:19]1[CH:20]=[C:21]2[C:16](=[CH:17][CH:18]=1)[N:15]=[C:14]([NH2:13])[N:23]=[C:22]2[C:24]([N:26]1[CH2:27][C:28]2[C:33](=[CH:32][CH:31]=[CH:30][CH:29]=2)[CH2:34]1)=[O:25]. (7) Given the reactants FC1C=C(F)C=CC=1COC1C=CC(CO)=CC=1.C[O:20][C:21](=[O:49])[CH2:22][O:23][C:24]1[CH:29]=[CH:28][C:27]([S:30][CH2:31][C:32]2[CH:37]=[CH:36][C:35]([O:38][CH2:39][C:40]3[CH:45]=[CH:44][C:43]([F:46])=[CH:42][C:41]=3[F:47])=[CH:34][CH:33]=2)=[CH:26][C:25]=1[CH3:48], predict the reaction product. The product is: [F:47][C:41]1[CH:42]=[C:43]([F:46])[CH:44]=[CH:45][C:40]=1[CH2:39][O:38][C:35]1[CH:36]=[CH:37][C:32]([CH2:31][S:30][C:27]2[CH:28]=[CH:29][C:24]([O:23][CH2:22][C:21]([OH:49])=[O:20])=[C:25]([CH3:48])[CH:26]=2)=[CH:33][CH:34]=1. (8) Given the reactants Br[CH2:2][CH2:3][CH:4]([C:9]1[S:10][C:11]2[CH:18]=[C:17]([O:19][CH3:20])[CH:16]=[CH:15][C:12]=2[C:13]=1[CH3:14])[CH2:5][CH2:6][CH2:7][CH3:8].[OH:21][C:22]1[CH:27]=[CH:26][C:25]([CH2:28][C:29]([O:31][CH2:32][CH3:33])=[O:30])=[CH:24][C:23]=1[O:34][CH3:35].C(=O)([O-])[O-].[Cs+].[Cs+], predict the reaction product. The product is: [CH3:14][C:13]1[C:12]2[CH:15]=[CH:16][C:17]([O:19][CH3:20])=[CH:18][C:11]=2[S:10][C:9]=1[CH:4]([CH2:5][CH2:6][CH2:7][CH3:8])[CH2:3][CH2:2][O:21][C:22]1[CH:27]=[CH:26][C:25]([CH2:28][C:29]([O:31][CH2:32][CH3:33])=[O:30])=[CH:24][C:23]=1[O:34][CH3:35]. (9) Given the reactants [CH3:1][C:2]1[CH:11]=[CH:10][C:9]2[C:4](=[CH:5][CH:6]=[C:7]([CH2:12][N:13]3[CH:17]=[C:16]([C:18]([OH:20])=O)[N:15]=[N:14]3)[CH:8]=2)[N:3]=1.[NH2:21][CH2:22][C:23]1[C:24]([Cl:31])=[CH:25][C:26]([NH2:30])=[N:27][C:28]=1[CH3:29], predict the reaction product. The product is: [NH2:30][C:26]1[N:27]=[C:28]([CH3:29])[C:23]([CH2:22][NH:21][C:18]([C:16]2[N:15]=[N:14][N:13]([CH2:12][C:7]3[CH:8]=[C:9]4[C:4](=[CH:5][CH:6]=3)[N:3]=[C:2]([CH3:1])[CH:11]=[CH:10]4)[CH:17]=2)=[O:20])=[C:24]([Cl:31])[CH:25]=1.